This data is from Reaction yield outcomes from USPTO patents with 853,638 reactions. The task is: Predict the reaction yield, written as a fraction of the theoretical maximum amount of product (1.0 means a 100% yield; for example, 0.34 means a 34% yield). (1) The reactants are F.F.F.C(N(CC)CC)C.[Si]([O:28][CH2:29][C@H:30]1[O:34][C@@H:33]([N:35]2[CH:42]=[C:41]([CH3:43])[C:39](=[O:40])[NH:38][C:36]2=[O:37])[C@H:32]([O:44][CH2:45][CH2:46][O:47][N:48]([CH3:50])[CH3:49])[C@@H:31]1[OH:51])(C(C)(C)C)(C1C=CC=CC=1)C1C=CC=CC=1.CO. The catalyst is C1COCC1.C(Cl)Cl. The product is [CH3:49][N:48]([CH3:50])[O:47][CH2:46][CH2:45][O:44][C@@H:32]1[C@H:31]([OH:51])[C@@H:30]([CH2:29][OH:28])[O:34][C@H:33]1[N:35]1[CH:42]=[C:41]([CH3:43])[C:39](=[O:40])[NH:38][C:36]1=[O:37]. The yield is 0.925. (2) The reactants are [C:1]1([C:7]2[CH:12]=[C:11]([C:13]([CH3:15])=[CH2:14])[CH:10]=[CH:9][N:8]=2)[CH:6]=[CH:5][CH:4]=[CH:3][CH:2]=1. The catalyst is [Pd].[Pt].CCO. The product is [C:1]1([C:7]2[CH:12]=[C:11]([CH:13]([CH3:15])[CH3:14])[CH:10]=[CH:9][N:8]=2)[CH:6]=[CH:5][CH:4]=[CH:3][CH:2]=1. The yield is 0.750. (3) The reactants are C([O:4][C@H:5]1[C@H:9]([O:10][C:11](=[O:18])[C:12]2[CH:17]=[CH:16][CH:15]=[CH:14][CH:13]=2)[C@H:8]([CH2:19][O:20][C:21](=[O:28])[C:22]2[CH:27]=[CH:26][CH:25]=[CH:24][CH:23]=2)[O:7][C@@H:6]1[N:29]1[CH:37]=[N:36][C:35]2[C:30]1=[N:31][CH:32]=[N:33][C:34]=2[NH2:38])(=O)C.O.NN. The catalyst is N1C=CC=CC=1. The product is [C:11]([O:10][C@@H:9]1[C@H:8]([CH2:19][O:20][C:21](=[O:28])[C:22]2[CH:23]=[CH:24][CH:25]=[CH:26][CH:27]=2)[O:7][C@H:6]([N:29]2[CH:37]=[N:36][C:35]3[C:30]2=[N:31][CH:32]=[N:33][C:34]=3[NH2:38])[C@H:5]1[OH:4])(=[O:18])[C:12]1[CH:13]=[CH:14][CH:15]=[CH:16][CH:17]=1. The yield is 0.680. (4) The catalyst is CN(C=O)C.FC1C=CC(C(F)(F)F)=CN=1. The product is [F:1][C:2]1[CH:11]=[CH:10][C:9]([F:12])=[C:8]2[C:3]=1[C:4]([NH:13][CH2:14][CH2:15][C:16]1[CH:21]=[CH:20][C:19]([O:22][C:28]3[CH:33]=[CH:32][C:31]([C:34]([F:37])([F:36])[F:35])=[CH:30][N:29]=3)=[C:18]([O:23][CH3:24])[CH:17]=1)=[N:5][CH:6]=[N:7]2. The reactants are [F:1][C:2]1[CH:11]=[CH:10][C:9]([F:12])=[C:8]2[C:3]=1[C:4]([NH:13][CH2:14][CH2:15][C:16]1[CH:21]=[CH:20][C:19]([OH:22])=[C:18]([O:23][CH3:24])[CH:17]=1)=[N:5][CH:6]=[N:7]2.[H-].[Na+].F[C:28]1[CH:33]=[CH:32][C:31]([C:34]([F:37])([F:36])[F:35])=[CH:30][N:29]=1. The yield is 0.980. (5) The reactants are [Cl:1][C:2]1[C:3]([C:9](OC)=[O:10])=[N:4][CH:5]=[C:6]([Cl:8])[CH:7]=1.[BH4-].[Na+]. The catalyst is CO. The product is [Cl:1][C:2]1[C:3]([CH2:9][OH:10])=[N:4][CH:5]=[C:6]([Cl:8])[CH:7]=1. The yield is 0.670. (6) The reactants are [F:1][C:2]([F:16])([F:15])[C:3]1[CH:4]=[C:5]([CH:8]=[C:9]([C:11]([F:14])([F:13])[F:12])[CH:10]=1)[CH:6]=O.[C:17]([NH2:23])(=[O:22])[CH2:18][C:19]([CH3:21])=O.[NH2:24][C:25]([NH2:27])=[O:26].B(F)(F)F.CCOCC. The catalyst is [Cu](Cl)Cl.C1COCC1.CC(O)=O. The product is [F:1][C:2]([F:16])([F:15])[C:3]1[CH:4]=[C:5]([CH:6]2[C:18]([C:17]([NH2:23])=[O:22])=[C:19]([CH3:21])[NH:27][C:25](=[O:26])[NH:24]2)[CH:8]=[C:9]([C:11]([F:14])([F:13])[F:12])[CH:10]=1. The yield is 0.360. (7) The reactants are I[C:2]1[CH:22]=[N:21][C:5]2[NH:6][CH2:7][CH2:8][N:9]([CH:10]([C:12]3[CH:17]=[C:16]([F:18])[C:15]([F:19])=[CH:14][C:13]=3[F:20])[CH3:11])[C:4]=2[CH:3]=1.[CH3:23][N:24]1[CH2:29][CH2:28][N:27]([C:30]([C:32]2[CH:37]=[CH:36][C:35](B3OC(C)(C)C(C)(C)O3)=[CH:34][CH:33]=2)=[O:31])[CH2:26][CH2:25]1. No catalyst specified. The product is [CH3:23][N:24]1[CH2:29][CH2:28][N:27]([C:30]([C:32]2[CH:37]=[CH:36][C:35]([C:2]3[CH:22]=[N:21][C:5]4[NH:6][CH2:7][CH2:8][N:9]([CH:10]([C:12]5[CH:17]=[C:16]([F:18])[C:15]([F:19])=[CH:14][C:13]=5[F:20])[CH3:11])[C:4]=4[CH:3]=3)=[CH:34][CH:33]=2)=[O:31])[CH2:26][CH2:25]1. The yield is 0.0200.